From a dataset of Reaction yield outcomes from USPTO patents with 853,638 reactions. Predict the reaction yield, written as a fraction of the theoretical maximum amount of product (1.0 means a 100% yield; for example, 0.34 means a 34% yield). (1) The reactants are [CH3:1][S:2]([C:5]1[CH:10]=[CH:9][C:8]([C:11](=[O:13])[CH3:12])=[CH:7][CH:6]=1)(=[O:4])=[O:3].[Br:14]Br.O. The catalyst is C(Cl)(Cl)Cl. The product is [Br:14][CH2:12][C:11]([C:8]1[CH:9]=[CH:10][C:5]([S:2]([CH3:1])(=[O:3])=[O:4])=[CH:6][CH:7]=1)=[O:13]. The yield is 0.870. (2) The reactants are [OH:1][C:2]1[CH:7]=[CH:6][C:5]([S:8](Cl)(=[O:10])=[O:9])=[CH:4][C:3]=1[N+:12]([O-:14])=[O:13].[CH3:15][NH2:16]. The catalyst is CN(C1C=CN=CC=1)C.C1COCC1. The product is [OH:1][C:2]1[CH:7]=[CH:6][C:5]([S:8]([NH:16][CH3:15])(=[O:10])=[O:9])=[CH:4][C:3]=1[N+:12]([O-:14])=[O:13]. The yield is 0.420. (3) The yield is 0.400. The product is [OH:32][C:31]1[N:4]=[C:2]([CH3:3])[NH:5][C:26](=[O:27])[C:25]=1[CH2:24][C:21]1[CH:22]=[CH:23][C:18]([C:13]2[C:12]([C:10]#[N:11])=[CH:17][CH:16]=[CH:15][CH:14]=2)=[CH:19][CH:20]=1. The reactants are Cl.[C:2]([NH2:5])(=[NH:4])[CH3:3].[O-]CC.[Na+].[C:10]([C:12]1[CH:17]=[CH:16][CH:15]=[CH:14][C:13]=1[C:18]1[CH:23]=[CH:22][C:21]([CH2:24][CH:25]([C:31](OCC)=[O:32])[C:26](OCC)=[O:27])=[CH:20][CH:19]=1)#[N:11].O1CCOCC1. The catalyst is C(O)C. (4) The reactants are [F:8][C:7]([F:10])([F:9])[C:6](O[C:6](=[O:11])[C:7]([F:10])([F:9])[F:8])=[O:11].[C:14]1([C@@H:20]([CH3:23])[CH2:21][NH2:22])[CH:19]=[CH:18][CH:17]=[CH:16][CH:15]=1.CS(O)(=O)=O.[Br:29]N1C(C)(C)C(=O)N(Br)C1=O. The catalyst is C(Cl)Cl. The product is [Br:29][C:17]1[CH:18]=[CH:19][C:14]([C@@H:20]([CH3:23])[CH2:21][NH:22][C:6](=[O:11])[C:7]([F:8])([F:9])[F:10])=[CH:15][CH:16]=1. The yield is 0.910. (5) The reactants are [NH2:1][C:2]1[C:6]([C:7]([O:9][CH2:10][CH:11]=[CH2:12])=[O:8])=[C:5]([NH2:13])[NH:4][N:3]=1.C([O-])([O-])=O.[Cs+].[Cs+].[C:20](OC)(=[O:23])[C:21]#[CH:22]. The product is [NH2:13][C:5]1[C:6]([C:7]([O:9][CH2:10][CH:11]=[CH2:12])=[O:8])=[C:2]2[NH:1][C:20](=[O:23])[CH:21]=[CH:22][N:3]2[N:4]=1. The yield is 0.540. The catalyst is CCO.